Predict the reaction yield, written as a fraction of the theoretical maximum amount of product (1.0 means a 100% yield; for example, 0.34 means a 34% yield). From a dataset of Reaction yield outcomes from USPTO patents with 853,638 reactions. (1) The reactants are COC(/C=C/[C:7]1[CH:12]=[C:11](O)[C:10]2[O:14][CH:15](C3C=CC(O)=C(O)C=3)[CH:16](C(OC)=O)[C:9]=2[CH:8]=1)=O.C(C1C(=O)C(Cl)=C(Cl)C(=O)C=1C#N)#N. The catalyst is C(Cl)Cl. The product is [O:14]1[C:10]2[CH:11]=[CH:12][CH:7]=[CH:8][C:9]=2[CH:16]=[CH:15]1. The yield is 0.930. (2) The reactants are [Cl:1][C:2]1[CH:23]=[C:22]([C:24]([F:27])([F:26])[F:25])[CH:21]=[CH:20][C:3]=1[CH2:4][N:5]1[C:9](/[CH:10]=[CH:11]/[C:12](O)=[O:13])=[CH:8][C:7]([O:15][CH2:16][CH:17]2[CH2:19][CH2:18]2)=[N:6]1.[CH2:28]([S:33]([NH2:36])(=[O:35])=[O:34])[CH2:29][CH2:30][CH2:31][CH3:32].N12CCCN=C1CCCCC2.Cl. The catalyst is CN(C)C=O.O. The product is [Cl:1][C:2]1[CH:23]=[C:22]([C:24]([F:27])([F:25])[F:26])[CH:21]=[CH:20][C:3]=1[CH2:4][N:5]1[C:9](/[CH:10]=[CH:11]/[C:12]([NH:36][S:33]([CH2:28][CH2:29][CH2:30][CH2:31][CH3:32])(=[O:35])=[O:34])=[O:13])=[CH:8][C:7]([O:15][CH2:16][CH:17]2[CH2:18][CH2:19]2)=[N:6]1. The yield is 0.650. (3) The reactants are [O:1]1[C:5]2[CH:6]=[CH:7][C:8](/[CH:10]=[CH:11]/[C:12]3[N:17]=[C:16](O)[CH:15]=[C:14]([CH3:19])[N:13]=3)=[CH:9][C:4]=2[O:3][CH2:2]1.O=P(Cl)(Cl)[Cl:22]. No catalyst specified. The product is [O:1]1[C:5]2[CH:6]=[CH:7][C:8](/[CH:10]=[CH:11]/[C:12]3[N:17]=[C:16]([Cl:22])[CH:15]=[C:14]([CH3:19])[N:13]=3)=[CH:9][C:4]=2[O:3][CH2:2]1. The yield is 0.900. (4) The reactants are C1(P(C2CCCCC2)C2C=CC=CC=2C2C=CC=CC=2)CCCCC1.[C:26]1(B(O)O)[CH:31]=[CH:30][CH:29]=[CH:28][CH:27]=1.[O-]P([O-])([O-])=O.[K+].[K+].[K+].[C:43]([O:46][C@H:47]1[CH2:51][C@H:50]([N:52]2[CH:60]=[N:59][C:58]3[C:53]2=[N:54][CH:55]=[N:56][C:57]=3Br)[O:49][C@@H:48]1[CH2:62][O:63][Si:64]([C:67]([CH3:70])([CH3:69])[CH3:68])([CH3:66])[CH3:65])(=[O:45])[CH3:44]. The catalyst is O1CCOCC1.CC([O-])=O.CC([O-])=O.[Pd+2]. The product is [C:43]([O:46][C@H:47]1[CH2:51][C@H:50]([N:52]2[CH:60]=[N:59][C:58]3[C:53]2=[N:54][CH:55]=[N:56][C:57]=3[C:26]2[CH:31]=[CH:30][CH:29]=[CH:28][CH:27]=2)[O:49][C@@H:48]1[CH2:62][O:63][Si:64]([C:67]([CH3:70])([CH3:69])[CH3:68])([CH3:66])[CH3:65])(=[O:45])[CH3:44]. The yield is 0.640.